Dataset: Full USPTO retrosynthesis dataset with 1.9M reactions from patents (1976-2016). Task: Predict the reactants needed to synthesize the given product. (1) Given the product [C:1]([N:4]1[C:13]2[C:8](=[CH:9][C:10]([NH:14][C:28](=[O:29])[C:27]3[C:31]([O:34][CH3:35])=[CH:32][CH:33]=[C:25]([Br:24])[C:26]=3[O:36][CH3:37])=[CH:11][CH:12]=2)[C:7]([C:16]2[CH:21]=[CH:20][CH:19]=[CH:18][CH:17]=2)([CH3:15])[CH2:6][C:5]1([CH3:23])[CH3:22])(=[O:3])[CH3:2], predict the reactants needed to synthesize it. The reactants are: [C:1]([N:4]1[C:13]2[C:8](=[CH:9][C:10]([NH2:14])=[CH:11][CH:12]=2)[C:7]([C:16]2[CH:21]=[CH:20][CH:19]=[CH:18][CH:17]=2)([CH3:15])[CH2:6][C:5]1([CH3:23])[CH3:22])(=[O:3])[CH3:2].[Br:24][C:25]1[C:26]([O:36][CH3:37])=[C:27]([C:31]([O:34][CH3:35])=[CH:32][CH:33]=1)[C:28](O)=[O:29].F[P-](F)(F)(F)(F)F.N1(OC(N(C)C)=[N+](C)C)C2N=CC=CC=2N=N1.C(N(CC)C(C)C)(C)C. (2) Given the product [O:1]=[C:2]1[C:11]2[C:6](=[CH:7][CH:8]=[CH:9][CH:10]=2)[NH:5][CH:4]=[C:3]1[C:12]([OH:14])=[O:13], predict the reactants needed to synthesize it. The reactants are: [O:1]=[C:2]1[C:11]2[C:6](=[CH:7][CH:8]=[CH:9][CH:10]=2)[NH:5][CH:4]=[C:3]1[C:12]([O:14]CC)=[O:13].[OH-].[Na+]. (3) Given the product [C:17]1([CH2:16][O:15][C:13]([NH:1][CH2:2][CH:3]2[CH2:4][CH2:5][CH:6]([C:9]([OH:11])=[O:10])[CH2:7][CH2:8]2)=[O:14])[CH:22]=[CH:21][CH:20]=[CH:19][CH:18]=1, predict the reactants needed to synthesize it. The reactants are: [NH2:1][CH2:2][C@H:3]1[CH2:8][CH2:7][C@H:6]([C:9]([OH:11])=[O:10])[CH2:5][CH2:4]1.Cl[C:13]([O:15][CH2:16][C:17]1[CH:22]=[CH:21][CH:20]=[CH:19][CH:18]=1)=[O:14]. (4) Given the product [F:31][C:25]1[C:26]([F:30])=[CH:27][CH:28]=[CH:29][C:24]=1[C@@:13]1([NH:12][C:10]([NH:9][C:1](=[O:8])[C:2]2[CH:7]=[CH:6][CH:5]=[CH:4][CH:3]=2)=[S:11])[C@H:14]([CH2:22][OH:23])[C@@H:15]([C:18]([F:21])([F:19])[F:20])[O:16][CH2:17]1, predict the reactants needed to synthesize it. The reactants are: [C:1]([N:9]=[C:10]=[S:11])(=[O:8])[C:2]1[CH:7]=[CH:6][CH:5]=[CH:4][CH:3]=1.[NH2:12][C@@:13]1([C:24]2[CH:29]=[CH:28][CH:27]=[C:26]([F:30])[C:25]=2[F:31])[CH2:17][O:16][C@H:15]([C:18]([F:21])([F:20])[F:19])[C@H:14]1[CH2:22][OH:23].C(=O)(O)[O-].[Na+]. (5) Given the product [CH3:13][N:14]1[C:18]([C:19]2[CH:20]=[C:21]([NH:22][C:1]([NH:8][CH2:12][C:11]3[CH:34]=[CH:29][CH:28]=[CH:9][N:10]=3)=[S:2])[CH:23]=[CH:24][CH:25]=2)=[CH:17][N:16]=[C:15]1[CH3:26], predict the reactants needed to synthesize it. The reactants are: [C:1]([N:8]1[CH:12]=[CH:11][N:10]=[CH:9]1)(N1C=CN=C1)=[S:2].[CH3:13][N:14]1[C:18]([C:19]2[CH:20]=[C:21]([CH:23]=[CH:24][CH:25]=2)[NH2:22])=[CH:17][N:16]=[C:15]1[CH3:26].N[CH2:28][C:29]1[CH:34]=CC=CN=1.